Dataset: Reaction yield outcomes from USPTO patents with 853,638 reactions. Task: Predict the reaction yield, written as a fraction of the theoretical maximum amount of product (1.0 means a 100% yield; for example, 0.34 means a 34% yield). (1) The yield is 0.560. The reactants are Cl[C:2]1[C:11]2[C:6](=[CH:7][C:8]([N:12]([CH3:14])[CH3:13])=[CH:9][CH:10]=2)[C:5]([O:15][CH3:16])=[CH:4][N:3]=1.[F-:17].C[N+](C)(C)C. The product is [F:17][C:2]1[C:11]2[C:6](=[CH:7][C:8]([N:12]([CH3:14])[CH3:13])=[CH:9][CH:10]=2)[C:5]([O:15][CH3:16])=[CH:4][N:3]=1. The catalyst is CS(C)=O. (2) The reactants are Br[C:2]1[CH:3]=[C:4]2[C:11]3([O:15][N:14]([CH3:16])[C:13]([NH2:17])=[N:12]3)[CH2:10][CH2:9][O:8][C:5]2=[CH:6][CH:7]=1.[C:18]([C:20]1[CH:21]=[C:22](B(O)O)[CH:23]=[CH:24][CH:25]=1)#[N:19]. The catalyst is O1CCOCC1.C([O-])([O-])=O.[Cs+].[Cs+].Cl[Pd](Cl)([P](C1C=CC=CC=1)(C1C=CC=CC=1)C1C=CC=CC=1)[P](C1C=CC=CC=1)(C1C=CC=CC=1)C1C=CC=CC=1. The product is [NH2:17][C:13]1[N:14]([CH3:16])[O:15][C:11]2([C:4]3[C:5](=[CH:6][CH:7]=[C:2]([C:24]4[CH:25]=[C:20]([CH:21]=[CH:22][CH:23]=4)[C:18]#[N:19])[CH:3]=3)[O:8][CH2:9][CH2:10]2)[N:12]=1. The yield is 0.100. (3) The reactants are O1CCOCC1.Br[C:8]1[CH:13]=[CH:12][N:11]=[C:10]([NH:14][C@H:15]([C:17]2[C:18](=[O:28])[NH:19][C:20]3[C:25]([CH:26]=2)=[CH:24][C:23]([Cl:27])=[CH:22][CH:21]=3)[CH3:16])[N:9]=1.[CH3:29][N:30]1[C:34](B(O)O)=[CH:33][CH:32]=[N:31]1.[O-]P([O-])([O-])=O.[K+].[K+].[K+]. The catalyst is [Cl-].[Na+].O.C1C=CC([P]([Pd]([P](C2C=CC=CC=2)(C2C=CC=CC=2)C2C=CC=CC=2)([P](C2C=CC=CC=2)(C2C=CC=CC=2)C2C=CC=CC=2)[P](C2C=CC=CC=2)(C2C=CC=CC=2)C2C=CC=CC=2)(C2C=CC=CC=2)C2C=CC=CC=2)=CC=1.O1CCOCC1. The product is [Cl:27][C:23]1[CH:24]=[C:25]2[C:20](=[CH:21][CH:22]=1)[NH:19][C:18](=[O:28])[C:17]([C@@H:15]([NH:14][C:10]1[N:9]=[C:8]([C:34]3[N:30]([CH3:29])[N:31]=[CH:32][CH:33]=3)[CH:13]=[CH:12][N:11]=1)[CH3:16])=[CH:26]2. The yield is 0.500. (4) The reactants are [NH2:1][C:2]1[C:3]([OH:13])=[C:4]([S:9]([NH2:12])(=[O:11])=[O:10])[C:5]([Cl:8])=[CH:6][CH:7]=1.[CH2:14]([N:22]=[C:23]=[O:24])[CH2:15][C:16]1[CH:21]=[CH:20][CH:19]=[CH:18][CH:17]=1. The catalyst is CN(C)C=O.C(OCC)(=O)C. The product is [NH2:12][S:9]([C:4]1[C:3]([OH:13])=[C:2]([NH:1][C:23]([NH:22][CH2:14][CH2:15][C:16]2[CH:21]=[CH:20][CH:19]=[CH:18][CH:17]=2)=[O:24])[CH:7]=[CH:6][C:5]=1[Cl:8])(=[O:11])=[O:10]. The yield is 0.550. (5) The reactants are [CH:1]1([CH2:4][O:5][C:6]2[N:11]=[C:10]([C:12]([OH:14])=O)[CH:9]=[CH:8][C:7]=2[N:15]2[CH2:18][C:17]([F:20])([F:19])[CH2:16]2)[CH2:3][CH2:2]1.Cl.[NH2:22][C:23]1([CH2:38][C:39]([NH2:41])=[O:40])[CH2:27][CH2:26][N:25]([C:28]([O:30][CH2:31][C:32]2[CH:37]=[CH:36][CH:35]=[CH:34][CH:33]=2)=[O:29])[CH2:24]1.CN(C(ON1N=NC2C=CC=CC1=2)=[N+](C)C)C.[B-](F)(F)(F)F.CCN(C(C)C)C(C)C. No catalyst specified. The product is [NH2:41][C:39](=[O:40])[CH2:38][C:23]1([NH:22][C:12]([C:10]2[CH:9]=[CH:8][C:7]([N:15]3[CH2:18][C:17]([F:20])([F:19])[CH2:16]3)=[C:6]([O:5][CH2:4][CH:1]3[CH2:2][CH2:3]3)[N:11]=2)=[O:14])[CH2:27][CH2:26][N:25]([C:28]([O:30][CH2:31][C:32]2[CH:37]=[CH:36][CH:35]=[CH:34][CH:33]=2)=[O:29])[CH2:24]1. The yield is 0.820. (6) The reactants are [F:1][C:2]([F:44])([F:43])[C:3]1[CH:4]=[C:5]([C:13]([CH3:42])([CH3:41])[C:14]([N:16]([CH3:40])[C:17]2[C:18]([C:32]3[CH:37]=[CH:36][C:35]([F:38])=[CH:34][C:33]=3[CH3:39])=[CH:19][C:20]([C@H:23]3[NH:27][C@@:26]([CH3:31])([C:28]([NH2:30])=[O:29])[CH2:25][CH2:24]3)=[N:21][CH:22]=2)=[O:15])[CH:6]=[C:7]([C:9]([F:12])([F:11])[F:10])[CH:8]=1.[ClH:45]. The catalyst is C(OCC)C. The product is [ClH:45].[F:44][C:2]([F:1])([F:43])[C:3]1[CH:4]=[C:5]([C:13]([CH3:41])([CH3:42])[C:14]([N:16]([CH3:40])[C:17]2[C:18]([C:32]3[CH:37]=[CH:36][C:35]([F:38])=[CH:34][C:33]=3[CH3:39])=[CH:19][C:20]([C@H:23]3[NH:27][C@@:26]([CH3:31])([C:28]([NH2:30])=[O:29])[CH2:25][CH2:24]3)=[N:21][CH:22]=2)=[O:15])[CH:6]=[C:7]([C:9]([F:10])([F:11])[F:12])[CH:8]=1. The yield is 0.910. (7) The reactants are [CH3:1][N:2]([S:23]([C:26]1[CH:31]=[CH:30][CH:29]=[CH:28][C:27]=1[C:32]([F:35])([F:34])[F:33])(=[O:25])=[O:24])[C:3]1[CH:4]=[CH:5][CH:6]=[C:7]2[C:11]=1[NH:10][C:9]([C:12]1[S:13][CH:14]([CH2:17][C:18](OCC)=[O:19])[CH2:15][N:16]=1)=[CH:8]2.[BH4-].[Li+].O1CCCC1.C(O)(=O)CC(CC(O)=O)(C(O)=O)O. The catalyst is CO. The product is [OH:19][CH2:18][CH2:17][CH:14]1[S:13][C:12]([C:9]2[NH:10][C:11]3[C:7]([CH:8]=2)=[CH:6][CH:5]=[CH:4][C:3]=3[N:2]([CH3:1])[S:23]([C:26]2[CH:31]=[CH:30][CH:29]=[CH:28][C:27]=2[C:32]([F:33])([F:34])[F:35])(=[O:24])=[O:25])=[N:16][CH2:15]1. The yield is 0.610. (8) The reactants are [C:1]12([CH2:11][C:12]([OH:14])=O)[CH2:10][CH:5]3[CH2:6][CH:7]([CH2:9][CH:3]([CH2:4]3)[CH2:2]1)[CH2:8]2.C(Cl)CCl.C1C=CC2N(O)N=NC=2C=1.[NH2:29][CH2:30][CH2:31][O:32][CH2:33][CH2:34][NH2:35]. The catalyst is C(Cl)Cl. The product is [C:1]12([CH2:11][C:12]([NH:29][CH2:30][CH2:31][O:32][CH2:33][CH2:34][NH2:35])=[O:14])[CH2:10][CH:5]3[CH2:4][CH:3]([CH2:9][CH:7]([CH2:6]3)[CH2:8]1)[CH2:2]2. The yield is 0.350. (9) The reactants are Cl[C:2]1[C:7]([C:8]#[N:9])=[CH:6][CH:5]=[CH:4][N:3]=1.[F:10][C:11]([F:23])([F:22])[O:12][C:13]1[CH:14]=[C:15](B(O)O)[CH:16]=[CH:17][CH:18]=1. No catalyst specified. The product is [F:10][C:11]([F:22])([F:23])[O:12][C:13]1[CH:18]=[C:17]([C:2]2[N:3]=[CH:4][CH:5]=[CH:6][C:7]=2[C:8]#[N:9])[CH:16]=[CH:15][CH:14]=1. The yield is 0.910.